This data is from Forward reaction prediction with 1.9M reactions from USPTO patents (1976-2016). The task is: Predict the product of the given reaction. (1) Given the reactants [Cl:1][C:2]1[CH:3]=[CH:4][C:5](F)=[C:6]([CH:9]=1)[CH:7]=[O:8].[N+:11]([C:14]1[CH:19]=[CH:18][C:17]([OH:20])=[CH:16][CH:15]=1)([O-:13])=[O:12].C([O-])([O-])=O.[K+].[K+], predict the reaction product. The product is: [Cl:1][C:2]1[CH:3]=[CH:4][C:5]([O:20][C:17]2[CH:18]=[CH:19][C:14]([N+:11]([O-:13])=[O:12])=[CH:15][CH:16]=2)=[C:6]([CH:9]=1)[CH:7]=[O:8]. (2) Given the reactants O(P(O[C:18]1[N:19]([C:24]([O:26][C:27]([CH3:30])([CH3:29])[CH3:28])=[O:25])[CH2:20][CH2:21][O:22][CH:23]=1)(OC1C=CC=CC=1)=O)C1C=CC=CC=1.[C:31]([C:33]1[CH:38]=[CH:37][C:36](B(O)O)=[CH:35][CH:34]=1)#[N:32], predict the reaction product. The product is: [C:31]([C:33]1[CH:38]=[CH:37][C:36]([C:18]2[N:19]([C:24]([O:26][C:27]([CH3:28])([CH3:29])[CH3:30])=[O:25])[CH2:20][CH2:21][O:22][CH:23]=2)=[CH:35][CH:34]=1)#[N:32]. (3) Given the reactants Br[CH2:2][C:3]([NH:5][C:6]1[CH:11]=[CH:10][C:9]([O:12][CH3:13])=[CH:8][C:7]=1[N+:14]([O-:16])=[O:15])=[O:4].C(=O)([O-])[O-].[Na+].[Na+].Cl.[CH3:24][O:25][C:26]1[CH:31]=[CH:30][C:29]([N:32]2[CH2:37][CH2:36][NH:35][CH2:34][CH2:33]2)=[CH:28][C:27]=1[C:38]([F:41])([F:40])[F:39], predict the reaction product. The product is: [CH3:13][O:12][C:9]1[CH:10]=[CH:11][C:6]([NH:5][C:3](=[O:4])[CH2:2][N:35]2[CH2:34][CH2:33][N:32]([C:29]3[CH:30]=[CH:31][C:26]([O:25][CH3:24])=[C:27]([C:38]([F:40])([F:41])[F:39])[CH:28]=3)[CH2:37][CH2:36]2)=[C:7]([N+:14]([O-:16])=[O:15])[CH:8]=1. (4) Given the reactants [NH2:1][C:2](=[N:8][C:9]1[CH:14]=[CH:13][C:12]([N:15]2[CH2:20][CH2:19][N:18]([C:21]([NH:23][CH2:24][CH2:25][CH2:26][CH2:27][CH:28]3[CH2:32][CH2:31][S:30][S:29]3)=[O:22])[CH2:17][CH2:16]2)=[C:11](C)[CH:10]=1)[C:3]1[S:4][CH:5]=[CH:6][CH:7]=1.ClC1C=CC([N+]([O-])=O)=C[C:36]=1[O:44]C, predict the reaction product. The product is: [NH2:1][C:2](=[N:8][C:9]1[CH:14]=[CH:13][C:12]([N:15]2[CH2:20][CH2:19][N:18]([C:21]([NH:23][CH2:24][CH2:25][CH2:26][CH2:27][CH:28]3[CH2:32][CH2:31][S:30][S:29]3)=[O:22])[CH2:17][CH2:16]2)=[C:11]([O:44][CH3:36])[CH:10]=1)[C:3]1[S:4][CH:5]=[CH:6][CH:7]=1. (5) Given the reactants [CH:1]1([C@H:5]([NH:7][C:8]2[N:16]=[C:15]([C:17](N)=[O:18])[N:14]=[C:13]3[C:9]=2[N:10]([CH2:26][C@H:27]2[CH2:32][CH2:31][C@H:30]([CH3:33])[CH2:29][CH2:28]2)[C:11]([CH:20]2[CH2:25][CH2:24][CH2:23][CH2:22][CH2:21]2)=[N:12]3)[CH3:6])[CH2:4][CH2:3][CH2:2]1.[OH-:34].[Na+], predict the reaction product. The product is: [CH:1]1([C@H:5]([NH:7][C:8]2[N:16]=[C:15]([C:17]([OH:18])=[O:34])[N:14]=[C:13]3[C:9]=2[N:10]([CH2:26][C@H:27]2[CH2:32][CH2:31][C@H:30]([CH3:33])[CH2:29][CH2:28]2)[C:11]([CH:20]2[CH2:25][CH2:24][CH2:23][CH2:22][CH2:21]2)=[N:12]3)[CH3:6])[CH2:4][CH2:3][CH2:2]1. (6) Given the reactants [H-].[Na+].[NH:3]1[CH:7]=[CH:6][CH:5]=[CH:4]1.[C:8]1([CH3:18])[CH:13]=[CH:12][C:11]([S:14](Cl)(=[O:16])=[O:15])=[CH:10][CH:9]=1.O, predict the reaction product. The product is: [C:8]1([CH3:18])[CH:13]=[CH:12][C:11]([S:14]([N:3]2[CH:7]=[CH:6][CH:5]=[CH:4]2)(=[O:16])=[O:15])=[CH:10][CH:9]=1. (7) Given the reactants [NH2:1][C:2]([CH3:12])([CH2:5][C:6]1[CH:11]=[CH:10][CH:9]=[CH:8][CH:7]=1)[CH2:3][OH:4].[Na].Br[CH2:15][C:16]1[CH:17]=[C:18]([CH:31]=[C:32]([N:34]([CH3:39])[S:35]([CH3:38])(=[O:37])=[O:36])[CH:33]=1)[C:19]([NH:21][C@@H:22]([C:24]1[CH:29]=[CH:28][C:27]([F:30])=[CH:26][CH:25]=1)[CH3:23])=[O:20], predict the reaction product. The product is: [NH2:1][C:2]([CH3:12])([CH2:5][C:6]1[CH:11]=[CH:10][CH:9]=[CH:8][CH:7]=1)[CH2:3][O:4][CH2:15][C:16]1[CH:17]=[C:18]([CH:31]=[C:32]([N:34]([CH3:39])[S:35]([CH3:38])(=[O:37])=[O:36])[CH:33]=1)[C:19]([NH:21][C@@H:22]([C:24]1[CH:25]=[CH:26][C:27]([F:30])=[CH:28][CH:29]=1)[CH3:23])=[O:20]. (8) The product is: [Br:1][C:2]1[C:10]2[N:9]=[C:8]([CH3:11])[N:7]([CH2:12][C:13]3[CH:18]=[CH:17][CH:16]=[C:15]([C:19]([F:21])([F:20])[F:22])[C:14]=3[CH3:23])[C:6]=2[CH:5]=[C:4]([NH2:24])[CH:3]=1. Given the reactants [Br:1][C:2]1[C:10]2[N:9]=[C:8]([CH3:11])[N:7]([CH2:12][C:13]3[CH:18]=[CH:17][CH:16]=[C:15]([C:19]([F:22])([F:21])[F:20])[C:14]=3[CH3:23])[C:6]=2[CH:5]=[C:4]([N+:24]([O-])=O)[CH:3]=1.Cl.Cl[Sn]Cl, predict the reaction product.